Dataset: Reaction yield outcomes from USPTO patents with 853,638 reactions. Task: Predict the reaction yield, written as a fraction of the theoretical maximum amount of product (1.0 means a 100% yield; for example, 0.34 means a 34% yield). The product is [CH3:20][C:17]1[N:16]=[N:15][C:14]([C:11](=[O:13])[CH2:12][C:21](=[O:26])[C:22]([O:24][CH3:25])=[O:23])=[CH:19][CH:18]=1. The yield is 0.820. The reactants are C[Si]([N-][Si](C)(C)C)(C)C.[Li+].[C:11]([C:14]1[N:15]=[N:16][C:17]([CH3:20])=[CH:18][CH:19]=1)(=[O:13])[CH3:12].[C:21](OC)(=[O:26])[C:22]([O:24][CH3:25])=[O:23].O. The catalyst is O1CCCC1.C(OCC)C.